This data is from Catalyst prediction with 721,799 reactions and 888 catalyst types from USPTO. The task is: Predict which catalyst facilitates the given reaction. (1) Reactant: [OH-].[Na+].[C:3]([C:5]1[CH:6]=[C:7]([C:15]2[O:19][N:18]=[C:17]([C:20]3[CH:25]=[CH:24][N:23]=[C:22]([CH2:26][CH2:27][C:28]([O:30]CC)=[O:29])[CH:21]=3)[N:16]=2)[CH:8]=[CH:9][C:10]=1[O:11][CH:12]([CH3:14])[CH3:13])#[N:4].Cl. Product: [C:3]([C:5]1[CH:6]=[C:7]([C:15]2[O:19][N:18]=[C:17]([C:20]3[CH:25]=[CH:24][N:23]=[C:22]([CH2:26][CH2:27][C:28]([OH:30])=[O:29])[CH:21]=3)[N:16]=2)[CH:8]=[CH:9][C:10]=1[O:11][CH:12]([CH3:14])[CH3:13])#[N:4]. The catalyst class is: 378. (2) Reactant: [C:1]([C:3]1[CH:4]=[C:5]2[C:10](=[CH:11][C:12]=1[O:13][C:14]1[CH:22]=[CH:21][C:17]([C:18](O)=[O:19])=[CH:16][CH:15]=1)[O:9][CH2:8][CH2:7][CH:6]2[C:23]([O:25][CH3:26])=[O:24])#[N:2].Cl.CN(C)CCCN=C=NCC.O.ON1C2C=CC=CC=2N=N1.O1C2C(=CC=CC=2)CCC1.Cl.[CH3:61][O:62][C:63]1[CH:64]=[C:65]2[C:70](=[CH:71][CH:72]=1)[CH2:69][CH:68]([NH2:73])[CH2:67][CH2:66]2.C(N(CC)CC)C. Product: [CH3:61][O:62][C:63]1[CH:64]=[C:65]2[C:70](=[CH:71][CH:72]=1)[CH2:69][CH:68]([NH:73][C:18]([C:17]1[CH:16]=[CH:15][C:14]([O:13][C:12]3[CH:11]=[C:10]4[C:5]([CH:6]([C:23]([O:25][CH3:26])=[O:24])[CH2:7][CH2:8][O:9]4)=[CH:4][C:3]=3[C:1]#[N:2])=[CH:22][CH:21]=1)=[O:19])[CH2:67][CH2:66]2. The catalyst class is: 26.